This data is from Catalyst prediction with 721,799 reactions and 888 catalyst types from USPTO. The task is: Predict which catalyst facilitates the given reaction. Reactant: [Br:1][C:2]1[CH:3]=[C:4]([CH:7]=[C:8]([C:10]([F:13])([F:12])[F:11])[CH:9]=1)[C:5]#[N:6].[CH2:14]([Mg]Br)[CH3:15].CC1CCCO1.B(F)(F)F.CCOCC. Product: [Br:1][C:2]1[CH:3]=[C:4]([C:5]2([NH2:6])[CH2:15][CH2:14]2)[CH:7]=[C:8]([C:10]([F:11])([F:12])[F:13])[CH:9]=1. The catalyst class is: 28.